This data is from Forward reaction prediction with 1.9M reactions from USPTO patents (1976-2016). The task is: Predict the product of the given reaction. (1) Given the reactants [CH2:1]([N:3]1[C:7]2=[N:8][C:9]([CH2:48][CH3:49])=[C:10]([CH2:19][NH:20][C:21]([C:23]3[CH:28]=[CH:27][CH:26]=[C:25]([C:29]([NH:31][CH2:32][C:33]4[C:34]([CH3:47])=[C:35]([C:39]5[CH:44]=[CH:43][CH:42]=[C:41]([CH:45]=O)[CH:40]=5)[CH:36]=[CH:37][CH:38]=4)=[O:30])[CH:24]=3)=[O:22])[C:11]([NH:12][CH:13]3[CH2:18][CH2:17][O:16][CH2:15][CH2:14]3)=[C:6]2[CH:5]=[N:4]1)[CH3:2].[CH3:50][N:51]1[CH2:56][CH2:55][NH:54][CH2:53][CH2:52]1.C(O[BH-](OC(=O)C)OC(=O)C)(=O)C.[Na+].CC(O)=O, predict the reaction product. The product is: [CH2:1]([N:3]1[C:7]2=[N:8][C:9]([CH2:48][CH3:49])=[C:10]([CH2:19][NH:20][C:21]([C:23]3[CH:28]=[CH:27][CH:26]=[C:25]([C:29]([NH:31][CH2:32][C:33]4[C:34]([CH3:47])=[C:35]([C:39]5[CH:44]=[CH:43][CH:42]=[C:41]([CH2:45][N:54]6[CH2:55][CH2:56][N:51]([CH3:50])[CH2:52][CH2:53]6)[CH:40]=5)[CH:36]=[CH:37][CH:38]=4)=[O:30])[CH:24]=3)=[O:22])[C:11]([NH:12][CH:13]3[CH2:18][CH2:17][O:16][CH2:15][CH2:14]3)=[C:6]2[CH:5]=[N:4]1)[CH3:2]. (2) Given the reactants [NH2:1][C:2]1[C:7]([F:8])=[C:6]([Cl:9])[N:5]=[C:4]([C:10]([OH:12])=[O:11])[CH:3]=1.S(Cl)(Cl)=O.[CH3:17]O, predict the reaction product. The product is: [NH2:1][C:2]1[C:7]([F:8])=[C:6]([Cl:9])[N:5]=[C:4]([C:10]([O:12][CH3:17])=[O:11])[CH:3]=1. (3) Given the reactants [O:1]=[C:2]1[CH2:7][CH2:6][N:5]([C:8]([O:10][C:11]([CH3:14])([CH3:13])[CH3:12])=[O:9])[CH2:4][CH2:3]1.CO[CH:17](OC)[N:18]([CH3:20])[CH3:19], predict the reaction product. The product is: [O:1]=[C:2]1[CH2:3][CH2:4][N:5]([C:8]([O:10][C:11]([CH3:14])([CH3:13])[CH3:12])=[O:9])[CH2:6][C:7]1=[CH:17][N:18]([CH3:20])[CH3:19].